This data is from Reaction yield outcomes from USPTO patents with 853,638 reactions. The task is: Predict the reaction yield, written as a fraction of the theoretical maximum amount of product (1.0 means a 100% yield; for example, 0.34 means a 34% yield). (1) The reactants are [OH:1][C:2]1[CH:3]=[C:4]2[C:9](=[CH:10][CH:11]=1)[CH:8]=[C:7]([C@:12]1([CH3:18])[CH2:16][O:15][C:14](=[O:17])[NH:13]1)[CH:6]=[CH:5]2.C(#N)C.[Br:22]N1C(=O)CCC1=O. No catalyst specified. The product is [Br:22][C:3]1[C:2]([OH:1])=[CH:11][CH:10]=[C:9]2[C:4]=1[CH:5]=[CH:6][C:7]([C@:12]1([CH3:18])[CH2:16][O:15][C:14](=[O:17])[NH:13]1)=[CH:8]2. The yield is 0.820. (2) The catalyst is C1(C)C=CC=CC=1.[Ag-]=O. The yield is 0.830. The reactants are [CH2:1]([C:3]1[CH:8]=[C:7]([CH3:9])[NH:6][C:5](=[O:10])[C:4]=1[C:11]#[N:12])[CH3:2].Cl[CH2:14][C:15]1[CH:20]=[CH:19][CH:18]=[CH:17][CH:16]=1. The product is [CH2:14]([O:10][C:5]1[C:4]([C:11]#[N:12])=[C:3]([CH2:1][CH3:2])[CH:8]=[C:7]([CH3:9])[N:6]=1)[C:15]1[CH:20]=[CH:19][CH:18]=[CH:17][CH:16]=1. (3) The reactants are [Br:1][C:2]1[C:3]([CH2:8]O)=[N:4][CH:5]=[CH:6][CH:7]=1.S(Cl)(Cl)=O.N1[C:22]2[C:17](=[CH:18][CH:19]=[CH:20][CH:21]=2)[C:16]2([C:34]3[C:25](=[CH:26][C:27]4[O:32][CH2:31][CH2:30][O:29][C:28]=4[CH:33]=3)[O:24][CH2:23]2)[C:15]1=[O:35].[C:36](=O)([O-])[O-].[Cs+].[Cs+].[I-].[K+]. The catalyst is ClCCl.CN(C)C=O. The product is [Br:1][C:2]1[C:3]([CH2:8][CH:36]2[C:22]3[C:17](=[CH:18][CH:19]=[CH:20][CH:21]=3)[C:16]3([C:34]4[C:25](=[CH:26][C:27]5[O:32][CH2:31][CH2:30][O:29][C:28]=5[CH:33]=4)[O:24][CH2:23]3)[C:15]2=[O:35])=[N:4][CH:5]=[CH:6][CH:7]=1. The yield is 0.590.